This data is from Forward reaction prediction with 1.9M reactions from USPTO patents (1976-2016). The task is: Predict the product of the given reaction. (1) Given the reactants [NH2:1][C:2]1[N:7]=[CH:6][C:5]([CH2:8][OH:9])=[CH:4][C:3]=1[Br:10], predict the reaction product. The product is: [NH2:1][C:2]1[C:3]([Br:10])=[CH:4][C:5]([CH:8]=[O:9])=[CH:6][N:7]=1. (2) Given the reactants [N:1]1[C:10]2[C:5](=[CH:6][C:7]([C:11](OC)=[O:12])=[CH:8][CH:9]=2)[CH:4]=[CH:3][CH:2]=1.[H-].[H-].[H-].[H-].[Li+].[Al+3].CC(C)=O.[O-]S([O-])(=O)=O.[Mg+2], predict the reaction product. The product is: [N:1]1[C:10]2[C:5](=[CH:6][C:7]([CH2:11][OH:12])=[CH:8][CH:9]=2)[CH:4]=[CH:3][CH:2]=1. (3) Given the reactants Cl[C:2]1[CH:7]=[C:6]([O:8][C:9]2[CH:10]=[C:11]([CH3:22])[C:12]([CH3:21])=[N:13][C:14]=2[C:15]2[CH:20]=[CH:19][CH:18]=[CH:17][N:16]=2)[CH:5]=[CH:4][N:3]=1.[CH3:23][O:24][C:25](=[O:33])[C:26]1[CH:31]=[CH:30][CH:29]=[C:28]([NH2:32])[CH:27]=1.CC1(C)C2C(=C(P(C3C=CC=CC=3)C3C=CC=CC=3)C=CC=2)OC2C(P(C3C=CC=CC=3)C3C=CC=CC=3)=CC=CC1=2.C([O-])([O-])=O.[Cs+].[Cs+], predict the reaction product. The product is: [CH3:22][C:11]1[CH:10]=[C:9]([O:8][C:6]2[CH:5]=[CH:4][N:3]=[C:2]([NH:32][C:28]3[CH:27]=[C:26]([CH:31]=[CH:30][CH:29]=3)[C:25]([O:24][CH3:23])=[O:33])[CH:7]=2)[C:14]([C:15]2[CH:20]=[CH:19][CH:18]=[CH:17][N:16]=2)=[N:13][C:12]=1[CH3:21]. (4) Given the reactants N[C:2]1[CH:10]=[C:9]2[C:5]([C:6]([CH3:13])([CH3:12])[C:7](=[O:11])[NH:8]2)=[CH:4][CH:3]=1.N([O-])=O.[Na+].[I-:18].[K+].C(=O)([O-])[O-].[Na+].[Na+], predict the reaction product. The product is: [I:18][C:2]1[CH:10]=[C:9]2[C:5]([C:6]([CH3:13])([CH3:12])[C:7](=[O:11])[NH:8]2)=[CH:4][CH:3]=1. (5) The product is: [Cl:7][C:8]1[CH:16]=[CH:15][C:14]([C:17]2[CH:22]=[CH:21][CH:20]=[CH:19][N:18]=2)=[CH:13][C:9]=1[C:10]([NH:12][C:1](=[O:5])[NH:23][C:24]1[S:25][C:26]2[CH:32]=[C:31]([S:33]([CH3:36])(=[O:35])=[O:34])[CH:30]=[CH:29][C:27]=2[N:28]=1)=[O:11]. Given the reactants [C:1](Cl)(=[O:5])C(Cl)=O.[Cl:7][C:8]1[CH:16]=[CH:15][C:14]([C:17]2[CH:22]=[CH:21][CH:20]=[CH:19][N:18]=2)=[CH:13][C:9]=1[C:10]([NH2:12])=[O:11].[NH2:23][C:24]1[S:25][C:26]2[CH:32]=[C:31]([S:33]([CH3:36])(=[O:35])=[O:34])[CH:30]=[CH:29][C:27]=2[N:28]=1, predict the reaction product. (6) Given the reactants [C:1]([C:3]1[CH:11]=[CH:10][CH:9]=[CH:8][C:4]=1[C:5]([OH:7])=O)#[N:2].[NH:12]1[CH2:17][CH2:16][CH2:15][CH2:14][CH2:13]1.[F:18][C:19]([F:24])([F:23])[C:20]([OH:22])=[O:21].NCC1C=CC=CC=1C(N1CCCC1)=O.C1C=CC2N(O)N=NC=2C=1, predict the reaction product. The product is: [F:18][C:19]([F:24])([F:23])[C:20]([OH:22])=[O:21].[NH2:2][CH2:1][C:3]1[CH:11]=[CH:10][CH:9]=[CH:8][C:4]=1[C:5]([N:12]1[CH2:17][CH2:16][CH2:15][CH2:14][CH2:13]1)=[O:7].